From a dataset of Reaction yield outcomes from USPTO patents with 853,638 reactions. Predict the reaction yield, written as a fraction of the theoretical maximum amount of product (1.0 means a 100% yield; for example, 0.34 means a 34% yield). (1) The reactants are [F:1][C:2]1[CH:7]=[CH:6][C:5]([C:8]2[C:9](=[O:24])[NH:10][N:11]=[CH:12][C:13]=2[C:14]2[CH:19]=[CH:18][C:17]([S:20]([CH3:23])(=[O:22])=[O:21])=[CH:16][CH:15]=2)=[CH:4][CH:3]=1.[C:25]12([O:35][C:36](F)=[O:37])[CH2:34][CH:29]3[CH2:30][CH:31]([CH2:33][CH:27]([CH2:28]3)[CH2:26]1)[CH2:32]2.CN(C1C=CC=CN=1)C.C(N(CC)CC)C. The catalyst is C(Cl)Cl. The product is [C:25]12([O:35][C:36]([N:10]3[C:9](=[O:24])[C:8]([C:5]4[CH:6]=[CH:7][C:2]([F:1])=[CH:3][CH:4]=4)=[C:13]([C:14]4[CH:19]=[CH:18][C:17]([S:20]([CH3:23])(=[O:22])=[O:21])=[CH:16][CH:15]=4)[CH:12]=[N:11]3)=[O:37])[CH2:34][CH:29]3[CH2:30][CH:31]([CH2:33][CH:27]([CH2:28]3)[CH2:26]1)[CH2:32]2. The yield is 0.180. (2) The reactants are [NH:1]1[C:9]2[C:4](=[CH:5][CH:6]=[CH:7][CH:8]=2)[CH:3]=[CH:2]1.[CH2:10]1[O:20][C:13]2([CH2:18][CH2:17][C:16](=O)[CH2:15][CH2:14]2)[O:12][CH2:11]1.[OH-].[K+]. The catalyst is CO. The product is [O:12]1[C:13]2([CH2:18][CH2:17][C:16]([C:3]3[C:4]4[C:9](=[CH:8][CH:7]=[CH:6][CH:5]=4)[NH:1][CH:2]=3)=[CH:15][CH2:14]2)[O:20][CH2:10][CH2:11]1. The yield is 0.890. (3) The reactants are CCN(C(C)C)C(C)C.[C:10](N1C=CN=C1)(N1C=CN=C1)=[O:11].Cl.[NH2:23][CH2:24][CH:25]1[CH2:30][CH2:29][CH:28]([C:31]([N:33]2[CH2:42][C:41]3[CH:40]=[N:39][N:38]([CH3:43])[C:37]=3[NH:36][C:35]3[CH:44]=[C:45]([CH3:48])[CH:46]=[CH:47][C:34]2=3)=[O:32])[CH2:27][CH2:26]1.Cl.Cl.[CH3:51][C:52]([CH3:62])([CH3:61])[CH2:53][CH2:54][N:55]1[CH2:60][CH2:59][NH:58][CH2:57][CH2:56]1. The catalyst is CN(C=O)C.CCOC(C)=O. The product is [CH3:43][N:38]1[C:37]2[NH:36][C:35]3[CH:44]=[C:45]([CH3:48])[CH:46]=[CH:47][C:34]=3[N:33]([C:31]([CH:28]3[CH2:29][CH2:30][CH:25]([CH2:24][NH:23][C:10]([N:58]4[CH2:57][CH2:56][N:55]([CH2:54][CH2:53][C:52]([CH3:62])([CH3:61])[CH3:51])[CH2:60][CH2:59]4)=[O:11])[CH2:26][CH2:27]3)=[O:32])[CH2:42][C:41]=2[CH:40]=[N:39]1. The yield is 0.290. (4) The yield is 0.250. The product is [Cl:24][C:21]1[CH:20]=[CH:19][C:18]([C:16]2[C:15]3[CH:25]=[C:26]([O:29][CH3:30])[CH:27]=[CH:28][C:14]=3[N:13]3[C:31]([CH3:34])=[N:32][N:33]=[C:12]3[C@H:11]([CH2:10][C:9]([NH:8][CH2:7][CH2:6][NH:5][C:3](=[O:4])[CH2:2][NH:1][C:72](=[O:73])[CH2:71][C@@H:56]3[N:55]=[C:54]([C:51]4[CH:52]=[CH:53][C:48]([Cl:47])=[CH:49][CH:50]=4)[C:60]4[CH:61]=[C:62]([O:65][CH3:66])[CH:63]=[CH:64][C:59]=4[N:58]4[C:67]([CH3:70])=[N:68][N:69]=[C:57]34)=[O:35])[N:17]=2)=[CH:23][CH:22]=1. The reactants are [NH2:1][CH2:2][C:3]([NH:5][CH2:6][CH2:7][NH:8][C:9](=[O:35])[CH2:10][C@@H:11]1[N:17]=[C:16]([C:18]2[CH:23]=[CH:22][C:21]([Cl:24])=[CH:20][CH:19]=2)[C:15]2[CH:25]=[C:26]([O:29][CH3:30])[CH:27]=[CH:28][C:14]=2[N:13]2[C:31]([CH3:34])=[N:32][N:33]=[C:12]12)=[O:4].CCN=C=NCCCN(C)C.[Cl:47][C:48]1[CH:53]=[CH:52][C:51]([C:54]2[C:60]3[CH:61]=[C:62]([O:65][CH3:66])[CH:63]=[CH:64][C:59]=3[N:58]3[C:67]([CH3:70])=[N:68][N:69]=[C:57]3[C@H:56]([CH2:71][C:72](O)=[O:73])[N:55]=2)=[CH:50][CH:49]=1.C1C=CC2N(O)N=NC=2C=1. The catalyst is C(Cl)Cl.CN(C1C=CN=CC=1)C. (5) The reactants are [Cl:1][C:2]1[N:3]=[C:4]2[CH:12]=[C:11]([Cl:13])[CH:10]=[N:9][C:5]2=[N:6][C:7]=1Cl.[CH3:14][N:15]1[CH2:20][CH2:19][NH:18][CH2:17][CH2:16]1.[NH4+].[Cl-]. The catalyst is C(Cl)Cl. The product is [Cl:1][C:2]1[N:3]=[C:4]2[CH:12]=[C:11]([Cl:13])[CH:10]=[N:9][C:5]2=[N:6][C:7]=1[N:18]1[CH2:19][CH2:20][N:15]([CH3:14])[CH2:16][CH2:17]1. The yield is 0.530. (6) The reactants are COC([C:5]1[NH:6][CH:7]=[C:8]([Br:10])[CH:9]=1)=O.[C:11](=[O:14])([O-])[O-:12].[Cs+].[Cs+].F[C:18]1[CH:23]=[CH:22][CH:21]=[CH:20][C:19]=1[N+:24]([O-:26])=[O:25].[CH3:27]N(C=O)C. The catalyst is CCOC(C)=O. The product is [CH3:27][O:12][C:11]([C:7]1[N:6]([C:18]2[CH:23]=[CH:22][CH:21]=[CH:20][C:19]=2[N+:24]([O-:26])=[O:25])[CH:5]=[CH:9][C:8]=1[Br:10])=[O:14]. The yield is 0.880. (7) The reactants are [F:1][C:2]1[C:10]([O:11][C:12]2[C:21]3[C:16](=[CH:17][C:18]([O:24][CH2:25][C@@H:26]4[CH2:30][CH2:29][CH2:28][NH:27]4)=[C:19]([O:22][CH3:23])[CH:20]=3)[N:15]=[CH:14][N:13]=2)=[CH:9][CH:8]=[C:7]2[C:3]=1[CH:4]=[C:5]([CH3:31])[NH:6]2.ClC(Cl)(Cl)[C:34]([N:36]=C=O)=[O:35]. The catalyst is N1C=CC=CC=1. The product is [C:34]([N:27]1[CH2:28][CH2:29][CH2:30][C@H:26]1[CH2:25][O:24][C:18]1[CH:17]=[C:16]2[C:21]([C:12]([O:11][C:10]3[C:2]([F:1])=[C:3]4[C:7](=[CH:8][CH:9]=3)[NH:6][C:5]([CH3:31])=[CH:4]4)=[N:13][CH:14]=[N:15]2)=[CH:20][C:19]=1[O:22][CH3:23])(=[O:35])[NH2:36]. The yield is 0.690. (8) The catalyst is C1COCC1.CC(C)=O.[Cu]Cl. The yield is 0.590. The reactants are [Cl-].[Li+].C([Mg]Br)C.C(Br)[CH2:8][C@H:9]([CH2:11][CH2:12][CH:13]=[C:14](C)C)[CH3:10].CC(=CCC[C@H](C)CCCC)C.C[C:31]([CH3:33])=[O:32].[OH:34]S(O)(=O)=O.O=[Cr](=O)=O. The product is [CH3:8][C@H:9]([CH2:11][CH2:12][CH2:13][CH3:14])[CH2:10][CH2:33][C:31]([OH:34])=[O:32]. (9) The reactants are [CH3:1][O:2][CH2:3][C:4]#[C:5][C:6](=O)[CH3:7].[C:9]([CH2:11][C:12]([NH2:14])=[O:13])#[N:10].C(O)(=O)C.N1CCCCC1.N1CCCCC1. The catalyst is C(O)C.O.C(O)(=O)C. The product is [CH3:1][O:2][CH2:3][C:4]1[CH:5]=[C:6]([CH3:7])[NH:14][C:12](=[O:13])[C:11]=1[C:9]#[N:10]. The yield is 0.0868.